From a dataset of Full USPTO retrosynthesis dataset with 1.9M reactions from patents (1976-2016). Predict the reactants needed to synthesize the given product. (1) Given the product [F:28][C:29]1[CH:34]=[C:33]([F:35])[CH:32]=[CH:31][C:30]=1[C:2]1[CH:3]=[CH:4][C:5]([C@@H:8]([N:11]2[CH2:16][CH2:15][C@@:14]([C:20]3[CH:25]=[CH:24][C:23]([F:26])=[CH:22][CH:21]=3)([CH2:17][CH2:18][OH:19])[O:13][C:12]2=[O:27])[CH2:9][CH3:10])=[CH:6][CH:7]=1, predict the reactants needed to synthesize it. The reactants are: Br[C:2]1[CH:7]=[CH:6][C:5]([C@@H:8]([N:11]2[CH2:16][CH2:15][C@@:14]([C:20]3[CH:25]=[CH:24][C:23]([F:26])=[CH:22][CH:21]=3)([CH2:17][CH2:18][OH:19])[O:13][C:12]2=[O:27])[CH2:9][CH3:10])=[CH:4][CH:3]=1.[F:28][C:29]1[CH:34]=[C:33]([F:35])[CH:32]=[CH:31][C:30]=1B(O)O. (2) Given the product [ClH:32].[NH2:7][C@@H:8]1[C:9](=[O:28])[NH:10][C:11]2[CH:27]=[CH:26][CH:25]=[CH:24][C:12]=2[N:13]([C:15](=[O:23])[CH2:16][C:17]2[CH:18]=[N:19][CH:20]=[CH:21][CH:22]=2)[CH2:14]1, predict the reactants needed to synthesize it. The reactants are: C(OC(=O)[NH:7][C@H:8]1[CH2:14][N:13]([C:15](=[O:23])[CH2:16][C:17]2[CH:18]=[N:19][CH:20]=[CH:21][CH:22]=2)[C:12]2[CH:24]=[CH:25][CH:26]=[CH:27][C:11]=2[NH:10][C:9]1=[O:28])(C)(C)C.CO.[ClH:32]. (3) Given the product [Cl:1][C:2]1[C:3]([NH:11][C:12]2[CH:13]=[N:14][C:15]([CH3:18])=[CH:16][CH:17]=2)=[N:4][CH:5]=[C:6]([C:7]2[N:21]([CH2:19][CH3:20])[C:22]3[CH:27]=[CH:26][CH:25]=[CH:24][C:23]=3[N:28]=2)[CH:10]=1, predict the reactants needed to synthesize it. The reactants are: [Cl:1][C:2]1[C:3]([NH:11][C:12]2[CH:13]=[N:14][C:15]([CH3:18])=[CH:16][CH:17]=2)=[N:4][CH:5]=[C:6]([CH:10]=1)[C:7](O)=O.[CH2:19]([NH:21][C:22]1[C:23]([NH2:28])=[CH:24][CH:25]=[CH:26][CH:27]=1)[CH3:20]. (4) Given the product [C:40]([CH2:39][N:62]([C:56]1[CH:61]=[CH:60][CH:59]=[CH:58][CH:57]=1)[CH2:63][CH2:64][NH:65][C:12]([C@:14]12[CH2:48][CH2:47][C@@H:46]([C:49]([CH3:51])=[CH2:50])[C@@H:15]1[C@@H:16]1[C@@:29]([CH3:32])([CH2:30][CH2:31]2)[C@@:28]2([CH3:33])[C@@H:19]([C@:20]3([CH3:45])[C@@H:25]([CH2:26][CH2:27]2)[C:24]([CH3:35])([CH3:34])[C:23]([C:36]2[CH:44]=[CH:43][C:39]([C:40]([OH:42])=[O:41])=[CH:38][CH:37]=2)=[CH:22][CH2:21]3)[CH2:18][CH2:17]1)=[O:13])([OH:42])=[O:41], predict the reactants needed to synthesize it. The reactants are: C(N(CC(O)=O)CCN[C:12]([C@:14]12[CH2:48][CH2:47][C@@H:46]([C:49]([CH3:51])=[CH2:50])[C@@H:15]1[C@@H:16]1[C@@:29]([CH3:32])([CH2:30][CH2:31]2)[C@@:28]2([CH3:33])[C@@H:19]([C@:20]3([CH3:45])[C@@H:25]([CH2:26][CH2:27]2)[C:24]([CH3:35])([CH3:34])[C:23]([C:36]2[CH:44]=[CH:43][C:39]([C:40]([OH:42])=[O:41])=[CH:38][CH:37]=2)=[CH:22][CH2:21]3)[CH2:18][CH2:17]1)=[O:13])C1C=CC=CC=1.[C:56]1([NH:62][CH2:63][CH2:64][NH2:65])[CH:61]=[CH:60][CH:59]=[CH:58][CH:57]=1. (5) Given the product [C:11]([NH:14][C@@H:15]([CH2:19][C:20]1[CH:21]=[CH:22][CH:23]=[CH:24][CH:25]=1)[C:16]([NH:37][C@H:38]([C:39](=[O:40])[NH:41][CH2:42][CH2:43][CH2:44][CH2:45][CH3:46])[CH2:47][C:48]1[CH:53]=[CH:52][CH:51]=[C:50]([N:54]2[CH2:58][C:57](=[O:59])[N:56]([CH2:60][C:61]3[CH:66]=[CH:65][C:64]([O:67][CH3:68])=[CH:63][CH:62]=3)[S:55]2(=[O:69])=[O:70])[CH:49]=1)=[O:17])(=[O:13])[CH3:12], predict the reactants needed to synthesize it. The reactants are: C1C=CC2N(O)N=NC=2C=1.[C:11]([NH:14][C@@H:15]([CH2:19][C:20]1[CH:25]=[CH:24][CH:23]=[CH:22][CH:21]=1)[C:16](O)=[O:17])(=[O:13])[CH3:12].CCN=C=NCCCN(C)C.[NH2:37][C@@H:38]([CH2:47][C:48]1[CH:53]=[CH:52][CH:51]=[C:50]([N:54]2[CH2:58][C:57](=[O:59])[N:56]([CH2:60][C:61]3[CH:66]=[CH:65][C:64]([O:67][CH3:68])=[CH:63][CH:62]=3)[S:55]2(=[O:70])=[O:69])[CH:49]=1)[C:39]([NH:41][CH2:42][CH2:43][CH2:44][CH2:45][CH3:46])=[O:40]. (6) The reactants are: C1(O[C:8](=[O:28])[NH:9][C:10]2[S:14][N:13]=[C:12]([O:15][CH2:16][C:17]3[CH:22]=[CH:21][C:20]([CH3:23])=[CH:19][C:18]=3[F:24])[C:11]=2[C:25](=[O:27])[NH2:26])C=CC=CC=1.[CH3:29][N:30]1[CH2:35][CH2:34][N:33]([CH2:36][CH2:37][CH2:38][NH2:39])[CH2:32][CH2:31]1. Given the product [F:24][C:18]1[CH:19]=[C:20]([CH3:23])[CH:21]=[CH:22][C:17]=1[CH2:16][O:15][C:12]1[C:11]([C:25]([NH2:26])=[O:27])=[C:10]([NH:9][C:8]([NH:39][CH2:38][CH2:37][CH2:36][N:33]2[CH2:32][CH2:31][N:30]([CH3:29])[CH2:35][CH2:34]2)=[O:28])[S:14][N:13]=1, predict the reactants needed to synthesize it. (7) Given the product [CH2:33]([N:26]1[C:27]2[C:28](=[N:29][CH:30]=[CH:31][CH:32]=2)[N:24]([C:21]2[CH:20]=[CH:19][C:18]([O:17][C:9]3[N:8]([CH2:2][C:3]([O:5][CH2:6][CH3:7])=[O:4])[C:12]4[CH:13]=[CH:14][CH:15]=[CH:16][C:11]=4[N:10]=3)=[CH:23][CH:22]=2)[C:25]1=[O:35])[CH3:34], predict the reactants needed to synthesize it. The reactants are: Br[CH2:2][C:3]([O:5][CH2:6][CH3:7])=[O:4].[NH:8]1[C:12]2[CH:13]=[CH:14][CH:15]=[CH:16][C:11]=2[N:10]=[C:9]1[O:17][C:18]1[CH:23]=[CH:22][C:21]([N:24]2[C:28]3=[N:29][CH:30]=[CH:31][CH:32]=[C:27]3[N:26]([CH2:33][CH3:34])[C:25]2=[O:35])=[CH:20][CH:19]=1.[H-].[Na+].[Cl-].[Cl-].[Ca+2].